Dataset: Catalyst prediction with 721,799 reactions and 888 catalyst types from USPTO. Task: Predict which catalyst facilitates the given reaction. (1) Reactant: C[Si]([N-][Si](C)(C)C)(C)C.[Li+].[C:11]([C:14]1[O:15][C:16]([O:19][CH3:20])=[CH:17][N:18]=1)(=[O:13])[CH3:12].[C:21](OC)(=[O:26])[C:22]([O:24][CH3:25])=[O:23].O. The catalyst class is: 305. Product: [CH3:25][O:24][C:22](=[O:23])[C:21](=[O:26])[CH2:12][C:11]([C:14]1[O:15][C:16]([O:19][CH3:20])=[CH:17][N:18]=1)=[O:13]. (2) Product: [ClH:27].[ClH:27].[N:11]1([C:15]2[CH:16]=[C:17]([CH2:25][CH3:26])[CH:18]=[C:19]3[C:24]=2[N:23]=[CH:22][CH:21]=[CH:20]3)[CH2:12][CH2:13][CH2:14][NH:8][CH2:9][CH2:10]1. The catalyst class is: 71. Reactant: C(OC([N:8]1[CH2:14][CH2:13][CH2:12][N:11]([C:15]2[CH:16]=[C:17]([CH2:25][CH3:26])[CH:18]=[C:19]3[C:24]=2[N:23]=[CH:22][CH:21]=[CH:20]3)[CH2:10][CH2:9]1)=O)(C)(C)C.[ClH:27]. (3) Reactant: [Br:1][C:2]1[CH:9]=[CH:8][C:5]([CH2:6]Br)=[CH:4][CH:3]=1.[CH:10]([CH:13]1[O:18][CH2:17][CH2:16][NH:15][CH2:14]1)([CH3:12])[CH3:11].C(=O)([O-])[O-].[K+].[K+]. Product: [Br:1][C:2]1[CH:9]=[CH:8][C:5]([CH2:6][N:15]2[CH2:16][CH2:17][O:18][CH:13]([CH:10]([CH3:12])[CH3:11])[CH2:14]2)=[CH:4][CH:3]=1. The catalyst class is: 10.